From a dataset of NCI-60 drug combinations with 297,098 pairs across 59 cell lines. Regression. Given two drug SMILES strings and cell line genomic features, predict the synergy score measuring deviation from expected non-interaction effect. (1) Drug 2: CC(C)(C#N)C1=CC(=CC(=C1)CN2C=NC=N2)C(C)(C)C#N. Cell line: EKVX. Synergy scores: CSS=10.6, Synergy_ZIP=-2.61, Synergy_Bliss=0.623, Synergy_Loewe=2.11, Synergy_HSA=1.26. Drug 1: CC(CN1CC(=O)NC(=O)C1)N2CC(=O)NC(=O)C2. (2) Drug 1: C1=CC(=CC=C1CCC2=CNC3=C2C(=O)NC(=N3)N)C(=O)NC(CCC(=O)O)C(=O)O. Drug 2: C1=CC=C(C(=C1)C(C2=CC=C(C=C2)Cl)C(Cl)Cl)Cl. Cell line: SK-MEL-2. Synergy scores: CSS=13.1, Synergy_ZIP=-1.59, Synergy_Bliss=2.34, Synergy_Loewe=-29.6, Synergy_HSA=0.204. (3) Drug 1: C1CCC(CC1)NC(=O)N(CCCl)N=O. Drug 2: CN(C)C1=NC(=NC(=N1)N(C)C)N(C)C. Cell line: T-47D. Synergy scores: CSS=13.7, Synergy_ZIP=0.737, Synergy_Bliss=9.21, Synergy_Loewe=-2.15, Synergy_HSA=5.28. (4) Drug 1: CC1=C2C(C(=O)C3(C(CC4C(C3C(C(C2(C)C)(CC1OC(=O)C(C(C5=CC=CC=C5)NC(=O)C6=CC=CC=C6)O)O)OC(=O)C7=CC=CC=C7)(CO4)OC(=O)C)O)C)OC(=O)C. Drug 2: CC1=C2C(C(=O)C3(C(CC4C(C3C(C(C2(C)C)(CC1OC(=O)C(C(C5=CC=CC=C5)NC(=O)OC(C)(C)C)O)O)OC(=O)C6=CC=CC=C6)(CO4)OC(=O)C)O)C)O. Cell line: SK-MEL-5. Synergy scores: CSS=38.6, Synergy_ZIP=-0.987, Synergy_Bliss=-0.517, Synergy_Loewe=-2.91, Synergy_HSA=-0.109. (5) Drug 1: CC1CCC2CC(C(=CC=CC=CC(CC(C(=O)C(C(C(=CC(C(=O)CC(OC(=O)C3CCCCN3C(=O)C(=O)C1(O2)O)C(C)CC4CCC(C(C4)OC)OCCO)C)C)O)OC)C)C)C)OC. Drug 2: CN(CCCl)CCCl.Cl. Cell line: TK-10. Synergy scores: CSS=18.4, Synergy_ZIP=-5.68, Synergy_Bliss=-0.508, Synergy_Loewe=-0.0565, Synergy_HSA=0.636. (6) Drug 1: COC1=C(C=C2C(=C1)N=CN=C2NC3=CC(=C(C=C3)F)Cl)OCCCN4CCOCC4. Drug 2: C(CN)CNCCSP(=O)(O)O. Cell line: SK-OV-3. Synergy scores: CSS=23.9, Synergy_ZIP=-9.88, Synergy_Bliss=-7.84, Synergy_Loewe=-43.2, Synergy_HSA=-7.92. (7) Drug 1: CC1CCC2CC(C(=CC=CC=CC(CC(C(=O)C(C(C(=CC(C(=O)CC(OC(=O)C3CCCCN3C(=O)C(=O)C1(O2)O)C(C)CC4CCC(C(C4)OC)O)C)C)O)OC)C)C)C)OC. Drug 2: C(CCl)NC(=O)N(CCCl)N=O. Cell line: MOLT-4. Synergy scores: CSS=52.8, Synergy_ZIP=2.59, Synergy_Bliss=1.27, Synergy_Loewe=-24.6, Synergy_HSA=5.03. (8) Drug 1: COC1=C(C=C2C(=C1)N=CN=C2NC3=CC(=C(C=C3)F)Cl)OCCCN4CCOCC4. Drug 2: C1=NNC2=C1C(=O)NC=N2. Cell line: MALME-3M. Synergy scores: CSS=34.0, Synergy_ZIP=1.57, Synergy_Bliss=2.13, Synergy_Loewe=-37.2, Synergy_HSA=0.830. (9) Drug 1: CC=C1C(=O)NC(C(=O)OC2CC(=O)NC(C(=O)NC(CSSCCC=C2)C(=O)N1)C(C)C)C(C)C. Drug 2: C1CCC(C(C1)N)N.C(=O)(C(=O)[O-])[O-].[Pt+4]. Cell line: RPMI-8226. Synergy scores: CSS=73.9, Synergy_ZIP=-5.18, Synergy_Bliss=-8.42, Synergy_Loewe=-15.0, Synergy_HSA=-6.42. (10) Drug 1: CS(=O)(=O)C1=CC(=C(C=C1)C(=O)NC2=CC(=C(C=C2)Cl)C3=CC=CC=N3)Cl. Drug 2: CC(C)(C#N)C1=CC(=CC(=C1)CN2C=NC=N2)C(C)(C)C#N. Cell line: LOX IMVI. Synergy scores: CSS=25.0, Synergy_ZIP=-1.16, Synergy_Bliss=5.48, Synergy_Loewe=6.86, Synergy_HSA=6.96.